From a dataset of Peptide-MHC class II binding affinity with 134,281 pairs from IEDB. Regression. Given a peptide amino acid sequence and an MHC pseudo amino acid sequence, predict their binding affinity value. This is MHC class II binding data. (1) The peptide sequence is LRGLLSTFIAALMGA. The MHC is DRB1_0701 with pseudo-sequence DRB1_0701. The binding affinity (normalized) is 0.359. (2) The peptide sequence is EVLKGPFTVRYTTEG. The MHC is DRB3_0101 with pseudo-sequence DRB3_0101. The binding affinity (normalized) is 0. (3) The peptide sequence is SMSYSWTGALVTPCAAEEQK. The MHC is DRB1_0401 with pseudo-sequence DRB1_0401. The binding affinity (normalized) is 0.438. (4) The peptide sequence is LLKILVLSILSSPTK. The MHC is DRB1_0301 with pseudo-sequence DRB1_0301. The binding affinity (normalized) is 0.111.